From a dataset of Caco-2 cell permeability data measuring drug intestinal absorption for ~900 compounds. Regression/Classification. Given a drug SMILES string, predict its absorption, distribution, metabolism, or excretion properties. Task type varies by dataset: regression for continuous measurements (e.g., permeability, clearance, half-life) or binary classification for categorical outcomes (e.g., BBB penetration, CYP inhibition). For this dataset (caco2_wang), we predict Y. (1) The molecule is Fc1ccncc1. The Y is -3.89 log Papp (cm/s). (2) The molecule is C[C@@H]1O[C@@H](O[C@@H]2C(=O)c3c(O)cc(O)cc3O[C@H]2c2ccc(O)c(O)c2)[C@H](O)[C@H](O)[C@H]1O. The Y is -6.82 log Papp (cm/s). (3) The molecule is CNCCC(=O)N[C@H](c1cc(C)ccc1N1CCN(C(=O)[C@H](C)Cc2ccc(Cl)cc2)CC1)C(C)C. The Y is -4.92 log Papp (cm/s). (4) The drug is Cn1c(NCCCN2CCC(Oc3ccc(Cl)c(Cl)c3)CC2)cc(=O)n(C)c1=O. The Y is -4.88 log Papp (cm/s).